From a dataset of Full USPTO retrosynthesis dataset with 1.9M reactions from patents (1976-2016). Predict the reactants needed to synthesize the given product. (1) Given the product [ClH:2].[Cl:2][C:3]1[CH:4]=[CH:5][C:6]([O:20][CH2:21][C:22]2[CH:27]=[CH:26][CH:25]=[CH:24][CH:23]=2)=[C:7]([CH2:9][C:10]2[N:15]=[C:14]([C:16]3[NH:41][C:38]4[CH:39]=[CH:40][C:35]([N:32]5[CH2:31][CH2:30][N:29]([CH3:28])[CH2:34][CH2:33]5)=[CH:36][C:37]=4[N:19]=3)[CH:13]=[CH:12][CH:11]=2)[CH:8]=1, predict the reactants needed to synthesize it. The reactants are: Cl.[Cl:2][C:3]1[CH:4]=[CH:5][C:6]([O:20][CH2:21][C:22]2[CH:27]=[CH:26][CH:25]=[CH:24][CH:23]=2)=[C:7]([CH2:9][C:10]2[N:15]=[C:14]([C:16](=[NH:19])OC)[CH:13]=[CH:12][CH:11]=2)[CH:8]=1.[CH3:28][N:29]1[CH2:34][CH2:33][N:32]([C:35]2[CH:36]=[C:37](N)[C:38]([NH2:41])=[CH:39][CH:40]=2)[CH2:31][CH2:30]1. (2) Given the product [Cl:25][C:22]1[CH:23]=[CH:24][C:19]([C:13]2[C:12]([CH2:11][O:10][C:8]3[CH:9]=[C:5]([C:3]([OH:4])=[O:2])[N:6]([CH3:26])[N:7]=3)=[C:16]([CH2:17][OH:18])[O:15][N:14]=2)=[CH:20][CH:21]=1, predict the reactants needed to synthesize it. The reactants are: C[O:2][C:3]([C:5]1[N:6]([CH3:26])[N:7]=[C:8]([O:10][CH2:11][C:12]2[C:13]([C:19]3[CH:24]=[CH:23][C:22]([Cl:25])=[CH:21][CH:20]=3)=[N:14][O:15][C:16]=2[CH2:17][OH:18])[CH:9]=1)=[O:4].COC(C1N(C)N=C(OCC2C(C3C=CC(F)=CC=3)=NOC=2CO)C=1)=O. (3) Given the product [NH2:21][C:18]1[CH:19]=[CH:20][C:15]([S:12]([NH:11][C:1]2[C:10]3[C:5](=[CH:6][CH:7]=[CH:8][CH:9]=3)[CH:4]=[CH:3][CH:2]=2)(=[O:14])=[O:13])=[CH:16][CH:17]=1, predict the reactants needed to synthesize it. The reactants are: [C:1]1([NH:11][S:12]([C:15]2[CH:20]=[CH:19][C:18]([N+:21]([O-])=O)=[CH:17][CH:16]=2)(=[O:14])=[O:13])[C:10]2[C:5](=[CH:6][CH:7]=[CH:8][CH:9]=2)[CH:4]=[CH:3][CH:2]=1.O.O.[Sn](Cl)Cl.[OH-].[Na+]. (4) The reactants are: [OH:1][C:2]1[CH:11]=[CH:10][C:5]2[C:6](=[O:9])[CH2:7][O:8][C:4]=2[CH:3]=1.[CH3:12][C@H:13]1[NH:18][C@@H:17]([CH3:19])[CH2:16][NH:15][CH2:14]1.[CH2:20]=O. Given the product [CH3:19][C@H:17]1[NH:18][C@@H:13]([CH3:12])[CH2:14][N:15]([CH2:20][C:3]2[C:4]3[O:8][CH2:7][C:6](=[O:9])[C:5]=3[CH:10]=[CH:11][C:2]=2[OH:1])[CH2:16]1, predict the reactants needed to synthesize it. (5) The reactants are: [Cl:1][C:2]1[CH:3]=[CH:4][C:5]([N:13]2[CH2:18][CH2:17][N:16]([CH2:19][C:20]([C:22]3[CH:23]=[CH:24][C:25]4[O:30][CH2:29][C:28](=[O:31])[NH:27][C:26]=4[CH:32]=3)=[O:21])[CH2:15][CH2:14]2)=[C:6]2[C:11]=1[N:10]=[C:9]([CH3:12])[CH:8]=[CH:7]2.[BH4-].[Na+]. Given the product [ClH:1].[Cl:1][C:2]1[CH:3]=[CH:4][C:5]([N:13]2[CH2:14][CH2:15][N:16]([CH2:19][CH:20]([C:22]3[CH:23]=[CH:24][C:25]4[O:30][CH2:29][C:28](=[O:31])[NH:27][C:26]=4[CH:32]=3)[OH:21])[CH2:17][CH2:18]2)=[C:6]2[C:11]=1[N:10]=[C:9]([CH3:12])[CH:8]=[CH:7]2, predict the reactants needed to synthesize it. (6) Given the product [CH3:22][O:21][N:20]([CH3:19])[C:15]([CH:13]1[CH2:12][N:11]([C:9]([O:8][CH2:1][C:2]2[CH:3]=[CH:4][CH:5]=[CH:6][CH:7]=2)=[O:10])[CH2:14]1)=[O:17], predict the reactants needed to synthesize it. The reactants are: [CH2:1]([O:8][C:9]([N:11]1[CH2:14][CH:13]([C:15]([OH:17])=O)[CH2:12]1)=[O:10])[C:2]1[CH:7]=[CH:6][CH:5]=[CH:4][CH:3]=1.Cl.[CH3:19][NH:20][O:21][CH3:22].CCN=C=NCCCN(C)C.Cl.C1C=CC2N(O)N=NC=2C=1.C(N(CC)C(C)C)(C)C. (7) The reactants are: [CH3:1][N:2](C)[CH2:3][CH2:4][CH2:5][N:6]1[C:15]2[C:10](=[CH:11][C:12]([N+:16]([O-:18])=[O:17])=[CH:13][CH:14]=2)[CH2:9][CH2:8][CH2:7]1.[C:20](Cl)(=[O:28])[O:21][C:22]1[CH:27]=[CH:26][CH:25]=[CH:24][CH:23]=1. Given the product [CH3:1][N:2]([CH2:3][CH2:4][CH2:5][N:6]1[C:15]2[C:10](=[CH:11][C:12]([N+:16]([O-:18])=[O:17])=[CH:13][CH:14]=2)[CH2:9][CH2:8][CH2:7]1)[C:20](=[O:28])[O:21][C:22]1[CH:27]=[CH:26][CH:25]=[CH:24][CH:23]=1, predict the reactants needed to synthesize it.